From a dataset of Full USPTO retrosynthesis dataset with 1.9M reactions from patents (1976-2016). Predict the reactants needed to synthesize the given product. (1) Given the product [NH2:22][C:23]1[CH:42]=[CH:41][C:26]([O:27][C:28]2[C:37]3[C:32](=[CH:33][C:34]([O:40][CH2:8][CH:9]4[CH2:14][CH2:13][CH2:12][N:11]([CH3:15])[CH2:10]4)=[C:35]([C:38]#[N:39])[CH:36]=3)[N:31]=[CH:30][CH:29]=2)=[CH:25][C:24]=1[F:43], predict the reactants needed to synthesize it. The reactants are: CN(C)C=O.Cl.Cl[CH2:8][CH:9]1[CH2:14][CH2:13][CH2:12][N:11]([CH3:15])[CH2:10]1.C(=O)([O-])[O-].[K+].[K+].[NH2:22][C:23]1[CH:42]=[CH:41][C:26]([O:27][C:28]2[C:37]3[C:32](=[CH:33][C:34]([OH:40])=[C:35]([C:38]#[N:39])[CH:36]=3)[N:31]=[CH:30][CH:29]=2)=[CH:25][C:24]=1[F:43]. (2) Given the product [CH:1]1([CH2:7][CH:8]([CH3:14])[CH2:9][CH:10]([CH3:13])[CH:11]=[O:12])[CH2:6][CH2:5][CH2:4][CH2:3][CH2:2]1, predict the reactants needed to synthesize it. The reactants are: [CH:1]1(/[CH:7]=[C:8](\[CH3:14])/[CH2:9][CH:10]([CH3:13])[CH:11]=[O:12])[CH2:6][CH2:5][CH2:4][CH2:3][CH2:2]1.C([O-])(=O)C.[Na+].[Cr](Cl)([O-])(=O)=O.[NH+]1C=CC=CC=1.C(OCC)C. (3) Given the product [Cl:1][C:2]1[CH:3]=[CH:4][C:5]2[O:10][C:9](=[O:11])[CH:8]=[C:7]([CH:12]([CH3:19])[CH2:13][CH2:14][C:15]#[N:16])[C:6]=2[CH:17]=1, predict the reactants needed to synthesize it. The reactants are: [Cl:1][C:2]1[CH:3]=[CH:4][C:5]2[O:10][C:9](=[O:11])[CH:8]=[C:7]([CH2:12][CH2:13][CH2:14][C:15]#[N:16])[C:6]=2[CH:17]=1.[Br-].[C:19](CCCC[Zn+])#N.